This data is from Full USPTO retrosynthesis dataset with 1.9M reactions from patents (1976-2016). The task is: Predict the reactants needed to synthesize the given product. Given the product [CH2:19]([C:14]1[CH:15]=[CH:16][CH:17]=[CH:18][C:13]=1[NH:9][C:4]1[CH:5]=[CH:6][CH:7]=[CH:8][C:3]=1[CH2:1][CH3:2])[CH3:20], predict the reactants needed to synthesize it. The reactants are: [CH2:1]([C:3]1[CH:8]=[CH:7][CH:6]=[CH:5][C:4]=1[N:9]([C:13]1[CH:18]=[CH:17][CH:16]=[CH:15][C:14]=1[CH2:19][CH3:20])C(=O)C)[CH3:2].[OH-].[K+].CCO.